Predict the product of the given reaction. From a dataset of Forward reaction prediction with 1.9M reactions from USPTO patents (1976-2016). (1) Given the reactants Br[C:2]1[CH:7]=[CH:6][CH:5]=[CH:4][C:3]=1[CH2:8][O:9][CH:10]([O:12][CH2:13][CH3:14])[CH3:11].[Mg].BrCC.CON(C)[C:22]([C:24]1[CH:28]=[C:27]([CH3:29])[O:26][N:25]=1)=[O:23], predict the reaction product. The product is: [CH3:29][C:27]1[O:26][N:25]=[C:24]([C:22]([C:2]2[CH:7]=[CH:6][CH:5]=[CH:4][C:3]=2[CH2:8][O:9][CH:10]([O:12][CH2:13][CH3:14])[CH3:11])=[O:23])[CH:28]=1. (2) Given the reactants [CH2:1]1[C:9]2[C:4](=[CH:5][CH:6]=[CH:7][CH:8]=2)[CH:3]=[C:2]1C[C:2]1[CH2:1][C:9]2[C:4]([CH:3]=1)=[CH:5][CH:6]=[CH:7][CH:8]=2.[Li][CH2:21][CH2:22][CH2:23][CH3:24].[CH3:25][CH2:26][CH2:27][CH2:28][CH2:29]C.[Cl-:31].[Cl-].[Cl-].[Cl-].[Zr+4:35].[CH3:36]COCC, predict the reaction product. The product is: [Cl-:31].[Cl-:31].[CH2:36]=[Zr+2:35]([C:2]1[CH2:1][C:9]2[C:4]([CH:3]=1)=[CH:5][CH:6]=[CH:7][CH:8]=2)[C:22]1[CH2:23][C:24]2[C:29]([CH:21]=1)=[CH:28][CH:27]=[CH:26][CH:25]=2. (3) Given the reactants Br[C:2]1[C:7]([N+:8]([O-:10])=[O:9])=[CH:6][C:5]([CH3:11])=[CH:4][N:3]=1.[C:12]([Cu])#[N:13], predict the reaction product. The product is: [C:12]([C:2]1[C:7]([N+:8]([O-:10])=[O:9])=[CH:6][C:5]([CH3:11])=[CH:4][N:3]=1)#[N:13]. (4) Given the reactants [OH-].[Li+].C([O:5][C:6]([CH:8]1[CH2:13][NH:12][C:11]2[CH:14]=[C:15]([Cl:20])[C:16]([O:18][CH3:19])=[CH:17][C:10]=2[O:9]1)=[O:7])C, predict the reaction product. The product is: [Cl:20][C:15]1[C:16]([O:18][CH3:19])=[CH:17][C:10]2[O:9][CH:8]([C:6]([OH:7])=[O:5])[CH2:13][NH:12][C:11]=2[CH:14]=1. (5) Given the reactants [CH3:1][O:2][C:3]1[CH:4]=[C:5]([C:11]2[N:12]=[C:13]([NH:23][CH2:24][CH3:25])[S:14][C:15]=2[C:16]2[CH:21]=[CH:20][N:19]=[C:18](Cl)[N:17]=2)[CH:6]=[C:7]([O:9][CH3:10])[CH:8]=1.[Cl:26][C:27]1[CH:28]=[C:29]([NH2:40])[CH:30]=[CH:31][C:32]=1[N:33]1[CH2:38][CH2:37][N:36]([CH3:39])[CH2:35][CH2:34]1, predict the reaction product. The product is: [CH3:1][O:2][C:3]1[CH:4]=[C:5]([C:11]2[N:12]=[C:13]([NH:23][CH2:24][CH3:25])[S:14][C:15]=2[C:16]2[CH:21]=[CH:20][N:19]=[C:18]([NH:40][C:29]3[CH:30]=[CH:31][C:32]([N:33]4[CH2:38][CH2:37][N:36]([CH3:39])[CH2:35][CH2:34]4)=[C:27]([Cl:26])[CH:28]=3)[N:17]=2)[CH:6]=[C:7]([O:9][CH3:10])[CH:8]=1. (6) Given the reactants C[O:2][C:3]([C:5]1[C:13]([CH3:14])=[C:12]2[C:8]([C:9]([CH:32]3[CH2:37][CH2:36][CH2:35][CH2:34][CH2:33]3)=[C:10]([C:15]3[CH:16]=[C:17]4[C:22](=[CH:23][CH:24]=3)[N:21]=[C:20]([C:25]3[S:29][C:28]([CH3:30])=[N:27][C:26]=3[CH3:31])[CH:19]=[CH:18]4)[NH:11]2)=[CH:7][CH:6]=1)=[O:4].[OH-].[Na+].Cl, predict the reaction product. The product is: [CH:32]1([C:9]2[C:8]3[C:12](=[C:13]([CH3:14])[C:5]([C:3]([OH:4])=[O:2])=[CH:6][CH:7]=3)[NH:11][C:10]=2[C:15]2[CH:16]=[C:17]3[C:22](=[CH:23][CH:24]=2)[N:21]=[C:20]([C:25]2[S:29][C:28]([CH3:30])=[N:27][C:26]=2[CH3:31])[CH:19]=[CH:18]3)[CH2:37][CH2:36][CH2:35][CH2:34][CH2:33]1. (7) Given the reactants BrCC1C=CC(C(OC)=O)=CC=1.CN1C=NN=C1S.CN1C=NN=C1SCC1C=CC(C(OC)=O)=CC=1.[CH3:38][N:39]1[CH:43]=[N:42][N:41]=[C:40]1[S:44]([CH2:46][C:47]1[CH:56]=[CH:55][C:50]([C:51]([O:53]C)=[O:52])=[CH:49][CH:48]=1)=[O:45].[CH3:57][N:58]1[CH:62]=[N:61][N:60]=[C:59]1[S:63]([CH2:66][C:67]1[CH:76]=[CH:75][C:70]([C:71]([O:73]C)=[O:72])=[CH:69][CH:68]=1)(=[O:65])=[O:64], predict the reaction product. The product is: [CH3:38][N:39]1[CH:43]=[N:42][N:41]=[C:40]1[S:44]([CH2:46][C:47]1[CH:56]=[CH:55][C:50]([C:51]([OH:53])=[O:52])=[CH:49][CH:48]=1)=[O:45].[CH3:57][N:58]1[CH:62]=[N:61][N:60]=[C:59]1[S:63]([CH2:66][C:67]1[CH:76]=[CH:75][C:70]([C:71]([OH:73])=[O:72])=[CH:69][CH:68]=1)(=[O:64])=[O:65].